This data is from Full USPTO retrosynthesis dataset with 1.9M reactions from patents (1976-2016). The task is: Predict the reactants needed to synthesize the given product. (1) Given the product [Br:1][C:2]1[CH:20]=[CH:19][C:18]([O:21][CH3:22])=[CH:17][C:3]=1[O:4][CH2:5][C:6]1[C:7]2[CH:8]=[N:9][CH:10]=[N:11][C:12]=2[CH2:13][CH2:14][CH:15]=1, predict the reactants needed to synthesize it. The reactants are: [Br:1][C:2]1[CH:20]=[CH:19][C:18]([O:21][CH3:22])=[CH:17][C:3]=1[O:4][CH2:5][C:6]1(O)[CH2:15][CH2:14][CH2:13][C:12]2[N:11]=[CH:10][N:9]=[CH:8][C:7]1=2.P(Cl)(Cl)(Cl)=O. (2) Given the product [CH2:13]([O:1][C:2]1[CH:3]=[C:4]2[C:8](=[CH:9][CH:10]=1)[NH:7][CH:6]=[CH:5]2)[CH:12]=[CH2:11], predict the reactants needed to synthesize it. The reactants are: [OH:1][C:2]1[CH:3]=[C:4]2[C:8](=[CH:9][CH:10]=1)[NH:7][CH:6]=[CH:5]2.[CH2:11](Br)[CH:12]=[CH2:13].C([O-])([O-])=O.[Cs+].[Cs+]. (3) Given the product [CH3:1][O:2][C:3](=[O:10])[CH:4]=[CH:5][CH:6]=[CH:7][CH2:8][S:19][C:16]1[CH:17]=[CH:18][C:13]([N:12]([CH3:20])[CH3:11])=[CH:14][CH:15]=1, predict the reactants needed to synthesize it. The reactants are: [CH3:1][O:2][C:3](=[O:10])[CH:4]=[CH:5][CH:6]=[CH:7][CH2:8]Br.[CH3:11][N:12]([CH3:20])[C:13]1[CH:18]=[CH:17][C:16]([SH:19])=[CH:15][CH:14]=1.C(N(CC)CC)C. (4) Given the product [CH3:18][C:17]1[N:19]=[C:20]([CH3:21])[N:12]2[C:13]=1[C:14](=[O:16])[NH:15][C:10]([C:7]1[CH:8]=[CH:9][C:4]([N+:1]([O-:3])=[O:2])=[CH:5][CH:6]=1)=[N:11]2, predict the reactants needed to synthesize it. The reactants are: [N+:1]([C:4]1[CH:9]=[CH:8][C:7]([C:10]2[NH:15][C:14](=[O:16])[C:13]([CH:17]([NH:19][C:20](=O)[CH3:21])[CH3:18])=[N:12][N:11]=2)=[CH:6][CH:5]=1)([O-:3])=[O:2].P(Cl)(Cl)(Cl)=O.C(=O)([O-])O.[Na+]. (5) Given the product [F:21][C:5]1[CH:4]=[CH:3][C:2]([C:23]2[O:22][CH:26]=[CH:25][CH:24]=2)=[C:11]2[C:6]=1[C:7](=[O:20])[C:8]([C:12]1[CH:17]=[CH:16][C:15]([O:18][CH3:19])=[CH:14][CH:13]=1)=[CH:9][NH:10]2, predict the reactants needed to synthesize it. The reactants are: Br[C:2]1[CH:3]=[CH:4][C:5]([F:21])=[C:6]2[C:11]=1[NH:10][CH:9]=[C:8]([C:12]1[CH:17]=[CH:16][C:15]([O:18][CH3:19])=[CH:14][CH:13]=1)[C:7]2=[O:20].[O:22]1[CH:26]=[CH:25][CH:24]=[C:23]1B(O)O.C(=O)([O-])[O-].[Na+].[Na+].COCCOC. (6) Given the product [CH3:1][N:2]1[C:6]([CH2:7][NH2:8])=[CH:5][C:4]([CH3:9])=[N:3]1, predict the reactants needed to synthesize it. The reactants are: [CH3:1][N:2]1[C:6]([C:7]#[N:8])=[CH:5][C:4]([CH3:9])=[N:3]1. (7) Given the product [Cl:1][C:2]1[CH:3]=[C:4]([C:8]2[C:13]([O:14][CH:15]([F:16])[F:17])=[CH:12][CH:11]=[C:10]([CH2:18][C:19]3[CH:20]=[CH:21][C:22]([CH2:25][NH2:26])=[N:23][CH:24]=3)[CH:9]=2)[CH:5]=[CH:6][CH:7]=1, predict the reactants needed to synthesize it. The reactants are: [Cl:1][C:2]1[CH:3]=[C:4]([C:8]2[C:13]([O:14][CH:15]([F:17])[F:16])=[CH:12][CH:11]=[C:10]([CH2:18][C:19]3[CH:20]=[CH:21][C:22]([C:25]#[N:26])=[N:23][CH:24]=3)[CH:9]=2)[CH:5]=[CH:6][CH:7]=1.CO.